From a dataset of Catalyst prediction with 721,799 reactions and 888 catalyst types from USPTO. Predict which catalyst facilitates the given reaction. (1) Reactant: [CH2:1]([C:3]1[C:4]([CH3:13])([CH3:12])[C@@H:5]([C:8](=[CH2:11])[CH:9]=[O:10])[CH2:6][CH:7]=1)[CH3:2].[H-].[H-].[H-].[H-].[Li+].[Al+3].O.[OH-].[Na+]. Product: [CH2:1]([C:3]1[C:4]([CH3:12])([CH3:13])[C@@H:5]([C:8](=[CH2:11])[CH2:9][OH:10])[CH2:6][CH:7]=1)[CH3:2]. The catalyst class is: 28. (2) Reactant: C([O:8][C:9]([CH2:11][N:12]1[CH2:25][CH2:24][CH2:23][NH:22][CH2:21][CH2:20][N:19]([CH2:26][C:27]([O:29]CC2C=CC=CC=2)=[O:28])[CH2:18][CH2:17][CH2:16][N:15]([CH2:37][CH2:38][C:39]2[CH:44]=[CH:43][C:42]([N+:45]([O-])=O)=[CH:41][CH:40]=2)[CH2:14][CH2:13]1)=[O:10])C1C=CC=CC=1.CCOCC. Product: [C:9]([CH2:11][N:12]1[CH2:25][CH2:24][CH2:23][NH:22][CH2:21][CH2:20][N:19]([CH2:26][C:27]([OH:29])=[O:28])[CH2:18][CH2:17][CH2:16][N:15]([CH2:37][CH2:38][C:39]2[CH:40]=[CH:41][C:42]([NH2:45])=[CH:43][CH:44]=2)[CH2:14][CH2:13]1)([OH:10])=[O:8]. The catalyst class is: 29. (3) Reactant: C([NH:4][C:5]1[CH:10]=[C:9]([C:11]2[CH:16]=[C:15]([F:17])[C:14]([Br:18])=[CH:13][C:12]=2[F:19])[N:8]=[C:7]([C:20]([O:22][CH3:23])=[O:21])[C:6]=1[Cl:24])(=O)C.C(Cl)(=O)C.C([O-])(O)=O.[Na+]. Product: [NH2:4][C:5]1[CH:10]=[C:9]([C:11]2[CH:16]=[C:15]([F:17])[C:14]([Br:18])=[CH:13][C:12]=2[F:19])[N:8]=[C:7]([C:20]([O:22][CH3:23])=[O:21])[C:6]=1[Cl:24]. The catalyst class is: 92.